From a dataset of Reaction yield outcomes from USPTO patents with 853,638 reactions. Predict the reaction yield, written as a fraction of the theoretical maximum amount of product (1.0 means a 100% yield; for example, 0.34 means a 34% yield). (1) The reactants are [OH:1][CH2:2][C@H:3]([NH:14][C:15]([C:17]1[CH:18]=[C:19](I)[CH:20]=[C:21]2[C:26]=1[O:25][C:24]([CH3:28])([CH3:27])[CH:23]=[CH:22]2)=[O:16])[CH2:4][C:5]1[C:13]2[C:8](=[CH:9][CH:10]=[CH:11][CH:12]=2)[NH:7][CH:6]=1.[C:30]([C:32]1[CH:41]=[CH:40][C:35]([C:36]([NH:38][CH3:39])=[O:37])=[CH:34][CH:33]=1)#[CH:31].CCCC[N+](CCCC)(CCCC)CCCC.[F-].O. The catalyst is C1COCC1.C(O)C.Cl[Pd](Cl)([P](C1C=CC=CC=1)(C1C=CC=CC=1)C1C=CC=CC=1)[P](C1C=CC=CC=1)(C1C=CC=CC=1)C1C=CC=CC=1. The product is [OH:1][CH2:2][C@H:3]([NH:14][C:15]([C:17]1[CH:18]=[C:19]([C:31]#[C:30][C:32]2[CH:41]=[CH:40][C:35]([C:36](=[O:37])[NH:38][CH3:39])=[CH:34][CH:33]=2)[CH:20]=[C:21]2[C:26]=1[O:25][C:24]([CH3:28])([CH3:27])[CH:23]=[CH:22]2)=[O:16])[CH2:4][C:5]1[C:13]2[C:8](=[CH:9][CH:10]=[CH:11][CH:12]=2)[NH:7][CH:6]=1. The yield is 0.270. (2) The reactants are [C:1]([O:4][C@H:5]1[CH2:22][CH2:21][C@@:20]2([CH3:23])[C@@H:7]([CH2:8][CH2:9][C@:10]3([CH3:46])[C@@H:19]2[CH2:18][CH2:17][C@H:16]2[C@@:11]3([CH3:45])[CH2:12][CH2:13][C@@:14]3([CH:31]([OH:44])[CH2:32][NH:33][C:34]4([C:37]5[N:42]=[CH:41][C:40]([Cl:43])=[CH:39][N:38]=5)[CH2:36][CH2:35]4)[CH2:26][C:25](=[O:27])[C:24]([CH:28]([CH3:30])[CH3:29])=[C:15]32)[C:6]1([CH3:48])[CH3:47])(=[O:3])[CH3:2].[O:49](C(OC(C)(C)C)=O)[C:50](OC(C)(C)C)=O. The catalyst is ClCCl. The product is [C:1]([O:4][C@H:5]1[CH2:22][CH2:21][C@@:20]2([CH3:23])[C@@H:7]([CH2:8][CH2:9][C@:10]3([CH3:46])[C@@H:19]2[CH2:18][CH2:17][C@H:16]2[C@@:11]3([CH3:45])[CH2:12][CH2:13][C@@:14]3([CH:31]4[O:44][C:50](=[O:49])[N:33]([C:34]5([C:37]6[N:38]=[CH:39][C:40]([Cl:43])=[CH:41][N:42]=6)[CH2:36][CH2:35]5)[CH2:32]4)[CH2:26][C:25](=[O:27])[C:24]([CH:28]([CH3:30])[CH3:29])=[C:15]32)[C:6]1([CH3:48])[CH3:47])(=[O:3])[CH3:2]. The yield is 0.840. (3) The reactants are [F:1][C:2]1[C:8]([O:9][C:10]([F:13])([F:12])[F:11])=[CH:7][CH:6]=[CH:5][C:3]=1[NH2:4].[Br:14]N1C(=O)CCC1=O. The catalyst is CN(C=O)C. The product is [Br:14][C:7]1[CH:6]=[CH:5][C:3]([NH2:4])=[C:2]([F:1])[C:8]=1[O:9][C:10]([F:11])([F:12])[F:13]. The yield is 0.900. (4) The reactants are [F:1][CH:2]([F:39])[C:3]1[CH:12]=[C:11]2[C:6]([CH2:7][CH2:8][CH2:9][N:10]2[C:13]2[C:17]3[CH2:18][NH:19][CH2:20][CH2:21][C:16]=3[N:15]([CH:22]3[CH2:27][CH2:26][N:25]([CH2:28][C:29]([F:32])([F:31])[F:30])[CH2:24][CH2:23]3)[N:14]=2)=[CH:5][C:4]=1[C:33]1[CH:34]=[N:35][N:36]([CH3:38])[CH:37]=1.C(N(CC)CC)C.[CH3:47][NH:48][C:49](N1C=CN=C1)=[O:50]. The catalyst is C(Cl)Cl. The product is [F:39][CH:2]([F:1])[C:3]1[CH:12]=[C:11]2[C:6]([CH2:7][CH2:8][CH2:9][N:10]2[C:13]2[C:17]3[CH2:18][N:19]([C:49]([NH:48][CH3:47])=[O:50])[CH2:20][CH2:21][C:16]=3[N:15]([CH:22]3[CH2:27][CH2:26][N:25]([CH2:28][C:29]([F:31])([F:30])[F:32])[CH2:24][CH2:23]3)[N:14]=2)=[CH:5][C:4]=1[C:33]1[CH:34]=[N:35][N:36]([CH3:38])[CH:37]=1. The yield is 0.340. (5) The reactants are Br[C:2]1[C:7]([O:8][CH3:9])=[CH:6][CH:5]=[CH:4][C:3]=1[C:10]1[C:15]([CH3:16])=[CH:14][C:13]([CH3:17])=[C:12]([C:18]2[CH:23]=[CH:22][CH:21]=[CH:20][CH:19]=2)[C:11]=1[CH3:24].C(OCCCC)CCC.[Li]C(C)(C)C.[C:39]([P:43]([C:45]([CH3:48])([CH3:47])[CH3:46])Cl)([CH3:42])([CH3:41])[CH3:40].[NH4+].[OH-]. The catalyst is Cl[Cu].CCOC(C)=O. The product is [C:39]([P:43]([C:45]([CH3:48])([CH3:47])[CH3:46])[C:2]1[C:7]([O:8][CH3:9])=[CH:6][CH:5]=[CH:4][C:3]=1[C:10]1[C:15]([CH3:16])=[CH:14][C:13]([CH3:17])=[C:12]([C:18]2[CH:23]=[CH:22][CH:21]=[CH:20][CH:19]=2)[C:11]=1[CH3:24])([CH3:42])([CH3:41])[CH3:40]. The yield is 0.570. (6) The reactants are [NH2:1][C@@H:2]([CH2:8][C:9]1[CH:14]=[CH:13][CH:12]=[CH:11][CH:10]=1)[C@H:3]([OH:7])[C:4]([OH:6])=[O:5].[Na+].[Cl-].CCN(CC)CC.Cl[C:25]([C:27]1[C:28]([CH3:37])=[C:29]([O:33][C:34](=[O:36])[CH3:35])[CH:30]=[CH:31][CH:32]=1)=[O:26].Cl.[C:39](OC(=O)C)(=[O:41])[CH3:40].CS(O)(=O)=O. The catalyst is C1COCC1.O. The product is [C:39]([O:7][C@@H:3]([C@@H:2]([NH:1][C:25](=[O:26])[C:27]1[CH:32]=[CH:31][CH:30]=[C:29]([O:33][C:34](=[O:36])[CH3:35])[C:28]=1[CH3:37])[CH2:8][C:9]1[CH:14]=[CH:13][CH:12]=[CH:11][CH:10]=1)[C:4]([OH:6])=[O:5])(=[O:41])[CH3:40]. The yield is 0.745. (7) The reactants are [OH:34][CH2:33][C@H:28]([NH:27][C:19]1[C:20]2[S:25][C:24](=[O:26])[NH:23][C:21]=2[N:22]=[C:17]([S:16][S:16][C:17]2[N:18]=[C:19]([NH:27][C@@H:28]([CH2:33][OH:34])[CH2:29][CH:30]([CH3:32])[CH3:31])[C:20]3[S:25][C:24](=[O:26])[NH:23][C:21]=3[N:22]=2)[N:18]=1)[CH2:29][CH:30]([CH3:32])[CH3:31].Br[CH:40]([C:42]1[CH:47]=[CH:46][CH:45]=[CH:44][C:43]=1[C:48]([F:51])([F:50])[F:49])[CH3:41]. No catalyst specified. The product is [OH:34][CH2:33][C@H:28]([NH:27][C:19]1[C:20]2[S:25][C:24](=[O:26])[NH:23][C:21]=2[N:22]=[C:17]([S:16][CH:40]([C:42]2[CH:47]=[CH:46][CH:45]=[CH:44][C:43]=2[C:48]([F:49])([F:50])[F:51])[CH3:41])[N:18]=1)[CH2:29][CH:30]([CH3:31])[CH3:32]. The yield is 0.430. (8) The reactants are [Cl:1][C:2]1[CH:7]=[C:6]([O:8][C:9]2[CH:14]=[CH:13][C:12]([Cl:15])=[CH:11][CH:10]=2)[CH:5]=[CH:4][C:3]=1[C:16]1([CH:19]2[CH2:21][CH2:20]2)[CH2:18][O:17]1.[OH-].[Na+].N1C=[CH:27][N:26]=[N:25]1.[Cl-].[NH4+].[CH3:31][N:32]1CCCC1=O. No catalyst specified. The product is [Cl:1][C:2]1[CH:7]=[C:6]([O:8][C:9]2[CH:14]=[CH:13][C:12]([Cl:15])=[CH:11][CH:10]=2)[CH:5]=[CH:4][C:3]=1[C:16]([CH:19]1[CH2:21][CH2:20]1)([OH:17])[CH2:18][N:26]1[CH:27]=[N:32][CH:31]=[N:25]1. The yield is 0.760.